This data is from Full USPTO retrosynthesis dataset with 1.9M reactions from patents (1976-2016). The task is: Predict the reactants needed to synthesize the given product. (1) Given the product [CH:1]1([NH:7][C:8]([N:10]2[CH2:14][CH2:13][CH2:12][C@H:11]2[C:15]([OH:17])=[O:16])=[O:9])[CH2:2][CH2:3][CH2:4][CH2:5][CH2:6]1, predict the reactants needed to synthesize it. The reactants are: [CH:1]1([NH:7][C:8]([N:10]2[CH2:14][CH2:13][CH2:12][C@H:11]2[C:15]([O:17]C)=[O:16])=[O:9])[CH2:6][CH2:5][CH2:4][CH2:3][CH2:2]1.[Li+].[OH-]. (2) Given the product [CH2:1]([N:3]1[C:14]2[C:15]3[C:7](=[CH:8][N:9]([CH2:37][CH3:38])[C:10]=3[CH:11]=[C:12]([C:16]([NH:18][C@@H:19]([CH2:30][C:31]3[CH:32]=[CH:33][CH:34]=[CH:35][CH:36]=3)[C@H:20]([OH:29])[CH2:21][NH:22][CH:23]3[CH2:24][CH2:25][O:26][CH2:27][CH2:28]3)=[O:17])[CH:13]=2)[CH2:6][CH2:5][S:4]1(=[O:40])=[O:39])[CH3:2], predict the reactants needed to synthesize it. The reactants are: [CH2:1]([N:3]1[C:14]2[C:15]3[C:7](=[CH:8][N:9]([CH2:37][CH3:38])[C:10]=3[CH:11]=[C:12]([C:16]([NH:18][C@@H:19]([CH2:30][C:31]3[CH:36]=[CH:35][CH:34]=[CH:33][CH:32]=3)[C@H:20]([OH:29])[CH2:21][NH:22][CH:23]3[CH2:28][CH2:27][O:26][CH2:25][CH2:24]3)=[O:17])[CH:13]=2)[CH:6]=[CH:5][S:4]1(=[O:40])=[O:39])[CH3:2].C([O-])=O.[NH4+].